From a dataset of Full USPTO retrosynthesis dataset with 1.9M reactions from patents (1976-2016). Predict the reactants needed to synthesize the given product. (1) Given the product [F:22][C:11]1[CH:12]=[N:13][C:14]2[C:19]([C:10]=1[CH2:9][CH2:8][N:6]1[CH2:5][C@@H:4]([OH:23])[C@@H:3]([CH2:2][NH:1][C:35]([C:33]3[CH:32]=[CH:31][C:28]4[O:29][CH2:30][C:25](=[O:24])[NH:26][C:27]=4[N:34]=3)=[O:36])[CH2:7]1)=[N:18][C:17]([O:20][CH3:21])=[CH:16][CH:15]=2, predict the reactants needed to synthesize it. The reactants are: [NH2:1][CH2:2][C@H:3]1[CH2:7][N:6]([CH2:8][CH2:9][C:10]2[C:19]3[C:14](=[CH:15][CH:16]=[C:17]([O:20][CH3:21])[N:18]=3)[N:13]=[CH:12][C:11]=2[F:22])[CH2:5][C@H:4]1[OH:23].[O:24]=[C:25]1[CH2:30][O:29][C:28]2[CH:31]=[CH:32][C:33]([C:35](O)=[O:36])=[N:34][C:27]=2[NH:26]1.C(Cl)CCl.C1C=CC2N(O)N=NC=2C=1. (2) Given the product [Cl:16][C:3]1[CH:4]=[N:5][C:6]2[C:11]([C:2]=1[CH:30]=[CH2:31])=[C:10]1[O:12][CH2:13][CH2:14][O:15][C:9]1=[CH:8][CH:7]=2, predict the reactants needed to synthesize it. The reactants are: Br[C:2]1[C:11]2[C:6](=[CH:7][CH:8]=[C:9]3[O:15][CH2:14][CH2:13][O:12][C:10]3=2)[N:5]=[CH:4][C:3]=1[Cl:16].O.C([O-])([O-])=O.[K+].[K+].B1(C=C)OB([CH:30]=[CH2:31])OB(C=C)O1.C1C=CN=CC=1. (3) Given the product [NH2:2][CH2:1][C:3]1([C:6]([O:8][CH2:9][CH3:10])=[O:7])[CH2:5][CH2:4]1, predict the reactants needed to synthesize it. The reactants are: [C:1]([C:3]1([C:6]([O:8][CH2:9][CH3:10])=[O:7])[CH2:5][CH2:4]1)#[N:2]. (4) Given the product [CH3:1][C:2]1([NH:5][C:6]2[N:11]=[C:10]([S:12]([CH3:13])=[O:25])[C:9]([C:14]([NH2:16])=[O:15])=[CH:8][N:7]=2)[CH2:4][CH2:3]1, predict the reactants needed to synthesize it. The reactants are: [CH3:1][C:2]1([NH:5][C:6]2[N:11]=[C:10]([S:12][CH3:13])[C:9]([C:14]([NH2:16])=[O:15])=[CH:8][N:7]=2)[CH2:4][CH2:3]1.C1(C2[O:25]N2S(C2C=CC=CC=2)(=O)=O)C=CC=CC=1.C(OCC)(=O)C. (5) Given the product [NH:12]1[C:13]2[C:18](=[CH:17][CH:16]=[CH:15][CH:14]=2)[C:10]([C:8](=[O:9])[CH:32]([NH:31][C:30]2[CH:39]=[CH:40][CH:41]=[C:28]([O:27][CH3:26])[CH:29]=2)[C:33]2[CH:37]=[C:36]([CH3:38])[O:35][N:34]=2)=[CH:11]1, predict the reactants needed to synthesize it. The reactants are: C(N(CC)CC)C.[CH:8]([C:10]1[C:18]2[C:13](=[CH:14][CH:15]=[CH:16][CH:17]=2)[N:12](C(OC(C)(C)C)=O)[CH:11]=1)=[O:9].[CH3:26][O:27][C:28]1[CH:29]=[C:30]([CH:39]=[CH:40][CH:41]=1)[N:31]=[CH:32][C:33]1[CH:37]=[C:36]([CH3:38])[O:35][N:34]=1.